Task: Predict the reactants needed to synthesize the given product.. Dataset: Full USPTO retrosynthesis dataset with 1.9M reactions from patents (1976-2016) (1) Given the product [O:25]1[CH2:24][CH2:23][N:22]([C:19]2[CH:18]=[CH:17][C:16]([NH:15][C:11]3[N:10]=[C:9]([S:8][C:4]4[CH:3]=[C:2]([NH:1][C:31](=[O:32])[CH2:30][C:28]#[N:29])[CH:7]=[CH:6][CH:5]=4)[CH:14]=[CH:13][N:12]=3)=[CH:21][CH:20]=2)[CH2:27][CH2:26]1, predict the reactants needed to synthesize it. The reactants are: [NH2:1][C:2]1[CH:3]=[C:4]([S:8][C:9]2[CH:14]=[CH:13][N:12]=[C:11]([NH:15][C:16]3[CH:21]=[CH:20][C:19]([N:22]4[CH2:27][CH2:26][O:25][CH2:24][CH2:23]4)=[CH:18][CH:17]=3)[N:10]=2)[CH:5]=[CH:6][CH:7]=1.[C:28]([CH2:30][C:31](O)=[O:32])#[N:29]. (2) Given the product [O:1]1[C:5]2[CH:6]=[CH:7][C:8]([CH2:10][C:11]3[NH:12][C:13](=[S:29])[NH:14][CH:15]=3)=[CH:9][C:4]=2[O:3][CH2:2]1, predict the reactants needed to synthesize it. The reactants are: [O:1]1[C:5]2[CH:6]=[CH:7][C:8]([CH2:10][C:11]3[N:12]=[CH:13][NH:14][CH:15]=3)=[CH:9][C:4]=2[O:3][CH2:2]1.C([O-])(O)=O.[Na+].C1C=CC(OC(Cl)=[S:29])=CC=1. (3) Given the product [CH3:29][C:23]1[C:24]([CH3:28])=[CH:25][CH:26]=[CH:27][C:22]=1[C:20]1[N:19]=[C:18]([NH2:30])[N:17]=[C:16]([NH:14][CH2:13][CH:9]2[CH2:10][CH2:11][CH2:12][N:7]([C:2]3[CH:3]=[CH:4][CH:5]=[CH:6][N:1]=3)[CH2:8]2)[CH:21]=1, predict the reactants needed to synthesize it. The reactants are: [N:1]1[CH:6]=[CH:5][CH:4]=[CH:3][C:2]=1[N:7]1[CH2:12][CH2:11][CH2:10][CH:9]([CH2:13][NH2:14])[CH2:8]1.Cl[C:16]1[CH:21]=[C:20]([C:22]2[CH:27]=[CH:26][CH:25]=[C:24]([CH3:28])[C:23]=2[CH3:29])[N:19]=[C:18]([NH2:30])[N:17]=1. (4) Given the product [N+:14]([C:11]1[CH:12]=[CH:13][C:8]([O:4][CH2:1][CH2:2][CH3:3])=[C:9]([C:17]2[CH:22]=[CH:21][C:20]([O:23][C:24]([F:27])([F:26])[F:25])=[CH:19][CH:18]=2)[CH:10]=1)([O-:16])=[O:15], predict the reactants needed to synthesize it. The reactants are: [CH2:1]([OH:4])[CH2:2][CH3:3].[H-].[Na+].Cl[C:8]1[CH:13]=[CH:12][C:11]([N+:14]([O-:16])=[O:15])=[CH:10][C:9]=1[C:17]1[CH:22]=[CH:21][C:20]([O:23][C:24]([F:27])([F:26])[F:25])=[CH:19][CH:18]=1.